This data is from Full USPTO retrosynthesis dataset with 1.9M reactions from patents (1976-2016). The task is: Predict the reactants needed to synthesize the given product. (1) Given the product [Br:23][C:6]1[CH:7]=[C:2]([CH3:1])[C:3]([NH:15][C:16](=[O:22])[CH2:17][C:18]([CH3:21])([CH3:20])[CH3:19])=[C:4]([CH3:14])[CH:5]=1, predict the reactants needed to synthesize it. The reactants are: [CH3:1][C:2]1[CH:7]=[C:6](N2CCOCC2)[CH:5]=[C:4]([CH3:14])[C:3]=1[NH:15][C:16](=[O:22])[CH2:17][C:18]([CH3:21])([CH3:20])[CH3:19].[Br:23]C1C=C(C)C(N)=C(C)C=1.CC(C)(C)CC(Cl)=O.C([O-])([O-])=O.[Na+].[Na+]. (2) Given the product [F:1][C:2]1[CH:7]=[CH:6][C:5]([F:8])=[CH:4][C:3]=1[C:9]1[CH:14]=[C:13]([NH:15][C:16]2[CH:21]=[CH:20][N:19]=[C:18]3[CH:22]=[N:23][N:24]([C:27]([NH:26][CH2:29][CH3:30])=[O:28])[C:17]=23)[C:12]([CH3:25])=[CH:11][N:10]=1, predict the reactants needed to synthesize it. The reactants are: [F:1][C:2]1[CH:7]=[CH:6][C:5]([F:8])=[CH:4][C:3]=1[C:9]1[CH:14]=[C:13]([NH:15][C:16]2[CH:21]=[CH:20][N:19]=[C:18]3[CH:22]=[N:23][NH:24][C:17]=23)[C:12]([CH3:25])=[CH:11][N:10]=1.[N:26]([CH2:29][CH3:30])=[C:27]=[O:28]. (3) The reactants are: Br[C:2]1[CH:11]=[CH:10][C:5]([C:6]([O:8][CH3:9])=[O:7])=[C:4]([NH:12][CH:13]([CH3:15])[CH3:14])[CH:3]=1.[CH2:16]([N:23]([C:35]([O:37][C:38]([CH3:41])([CH3:40])[CH3:39])=[O:36])[CH2:24][CH2:25][C:26]1[CH:31]=[CH:30][C:29](B(O)O)=[CH:28][CH:27]=1)[C:17]1[CH:22]=[CH:21][CH:20]=[CH:19][CH:18]=1.C(=O)([O-])[O-].[Na+].[Na+]. Given the product [CH2:16]([N:23]([C:35]([O:37][C:38]([CH3:41])([CH3:40])[CH3:39])=[O:36])[CH2:24][CH2:25][C:26]1[CH:31]=[CH:30][C:29]([C:2]2[CH:11]=[CH:10][C:5]([C:6]([O:8][CH3:9])=[O:7])=[C:4]([NH:12][CH:13]([CH3:15])[CH3:14])[CH:3]=2)=[CH:28][CH:27]=1)[C:17]1[CH:18]=[CH:19][CH:20]=[CH:21][CH:22]=1, predict the reactants needed to synthesize it. (4) Given the product [Cl:35][C:9]1[CH:10]=[C:11]2[N:16]([CH2:17][O:18][CH2:19][CH2:20][Si:21]([CH3:24])([CH3:23])[CH3:22])[C:15]([O:25][C@H:26]3[C@H:30]4[O:31][CH2:32][C@@H:33]([OH:34])[C@H:29]4[O:28][CH2:27]3)=[CH:14][C:12]2=[N:13][C:8]=1[C:5]1[CH:6]=[CH:7][C:2]([C:38]2[CH:39]=[CH:40][CH:41]=[CH:42][C:37]=2[OH:36])=[CH:3][CH:4]=1, predict the reactants needed to synthesize it. The reactants are: Br[C:2]1[CH:7]=[CH:6][C:5]([C:8]2[N:13]=[C:12]3[CH:14]=[C:15]([O:25][C@H:26]4[C@H:30]5[O:31][CH2:32][C@@H:33]([OH:34])[C@H:29]5[O:28][CH2:27]4)[N:16]([CH2:17][O:18][CH2:19][CH2:20][Si:21]([CH3:24])([CH3:23])[CH3:22])[C:11]3=[CH:10][C:9]=2[Cl:35])=[CH:4][CH:3]=1.[OH:36][C:37]1[CH:42]=[CH:41][CH:40]=[CH:39][C:38]=1B(O)O.C([O-])([O-])=O.[Na+].[Na+]. (5) Given the product [Cl:2][C:3]1[CH:8]=[CH:7][C:6]([CH2:9][NH:10][C:17]([CH:14]2[CH2:16][CH2:15]2)=[O:18])=[CH:5][C:4]=1[N+:11]([O-:13])=[O:12], predict the reactants needed to synthesize it. The reactants are: Cl.[Cl:2][C:3]1[CH:8]=[CH:7][C:6]([CH2:9][NH2:10])=[CH:5][C:4]=1[N+:11]([O-:13])=[O:12].[CH:14]1([C:17](Cl)=[O:18])[CH2:16][CH2:15]1.CCN(C(C)C)C(C)C. (6) Given the product [CH:5]([N:7]1[CH2:11][CH2:10][CH2:9][C:8]1=[O:12])=[CH2:6].[C:13]([O:16][CH:17]=[CH2:18])(=[O:15])[CH3:14], predict the reactants needed to synthesize it. The reactants are: C(O)(C)C.[CH:5]([N:7]1[CH2:11][CH2:10][CH2:9][C:8]1=[O:12])=[CH2:6].[C:13]([O:16][CH:17]=[CH2:18])(=[O:15])[CH3:14]. (7) Given the product [CH:4]1([S:5]([C:8]2[CH:13]=[CH:12][C:11]([F:14])=[C:10]([F:15])[C:9]=2[F:16])(=[O:7])=[O:6])[CH2:2][CH2:3]1, predict the reactants needed to synthesize it. The reactants are: Cl[CH2:2][CH2:3][CH2:4][S:5]([C:8]1[CH:13]=[CH:12][C:11]([F:14])=[C:10]([F:15])[C:9]=1[F:16])(=[O:7])=[O:6].C[Si]([N-][Si](C)(C)C)(C)C.[K+]. (8) Given the product [CH2:1]([CH:3]1[CH2:7][CH:6]([O:8][CH2:9][C:10]2[CH:15]=[CH:14][C:13]([O:16][CH3:17])=[CH:12][CH:11]=2)[CH2:5][CH:4]1[C:18]1[N:22]2[C:23]3[CH:29]=[CH:28][N:27]([CH2:74][O:73][CH2:72][CH2:71][Si:68]([CH3:70])([CH3:69])[CH3:67])[C:24]=3[N:25]=[CH:26][C:21]2=[N:20][N:19]=1)[CH3:2], predict the reactants needed to synthesize it. The reactants are: [CH2:1]([CH:3]1[CH2:7][CH:6]([O:8][CH2:9][C:10]2[CH:15]=[CH:14][C:13]([O:16][CH3:17])=[CH:12][CH:11]=2)[CH2:5][CH:4]1[C:18]1[N:22]2[C:23]3[CH:29]=[CH:28][NH:27][C:24]=3[N:25]=[CH:26][C:21]2=[N:20][N:19]=1)[CH3:2].CN(C(ON1N=NC2C=CC=NC1=2)=[N+](C)C)C.F[P-](F)(F)(F)(F)F.CCN(C(C)C)C(C)C.[OH-].[Na+].[H-].[Na+].[CH3:67][Si:68]([CH2:71][CH2:72][O:73][CH2:74]Cl)([CH3:70])[CH3:69]. (9) Given the product [Cl:14][C:15]1[CH:24]=[CH:23][CH:22]=[C:21]2[C:16]=1[C:17](=[O:29])[NH:18][C:19]([CH2:25][CH2:26][CH2:27][N:11]1[CH2:10][CH2:9][CH:8]([C:2]3[CH:7]=[CH:6][CH:5]=[CH:4][CH:3]=3)[CH2:13][CH2:12]1)=[N:20]2, predict the reactants needed to synthesize it. The reactants are: Cl.[C:2]1([CH:8]2[CH2:13][CH2:12][NH:11][CH2:10][CH2:9]2)[CH:7]=[CH:6][CH:5]=[CH:4][CH:3]=1.[Cl:14][C:15]1[C:16]2[C:17](=[O:29])[N:18]3[CH:27](O)[CH2:26][CH2:25][C:19]3=[N:20][C:21]=2[CH:22]=[CH:23][CH:24]=1.C([BH3-])#N.[Na+].C(O)(=O)C. (10) Given the product [F:1][CH2:2][C@@:3]1([C:45]([OH:47])=[O:46])[CH2:8][CH2:7][C:6]([C:9]2[C:10]([CH3:44])([CH3:43])[C@H:11]3[C@:24]([CH3:27])([CH2:25][CH:26]=2)[C@@H:23]2[C@:14]([CH3:42])([C@@:15]4([CH3:41])[C@H:20]([CH2:21][CH2:22]2)[C@H:19]2[C@H:28]([C:31]([CH3:33])=[CH2:32])[CH2:29][CH2:30][C@:18]2([NH:34][CH2:35][CH2:36][C:37]([OH:40])([CH3:38])[CH3:39])[CH2:17][CH2:16]4)[CH2:13][CH2:12]3)=[CH:5][CH2:4]1, predict the reactants needed to synthesize it. The reactants are: [F:1][CH2:2][C@@:3]1([C:45]([O:47]CC2C=CC=CC=2)=[O:46])[CH2:8][CH2:7][C:6]([C:9]2[C:10]([CH3:44])([CH3:43])[C@H:11]3[C@:24]([CH3:27])([CH2:25][CH:26]=2)[C@@H:23]2[C@:14]([CH3:42])([C@@:15]4([CH3:41])[C@H:20]([CH2:21][CH2:22]2)[C@H:19]2[C@H:28]([C:31]([CH3:33])=[CH2:32])[CH2:29][CH2:30][C@:18]2([NH:34][CH2:35][CH2:36][C:37]([OH:40])([CH3:39])[CH3:38])[CH2:17][CH2:16]4)[CH2:13][CH2:12]3)=[CH:5][CH2:4]1.[OH-].[Na+].